Dataset: Reaction yield outcomes from USPTO patents with 853,638 reactions. Task: Predict the reaction yield, written as a fraction of the theoretical maximum amount of product (1.0 means a 100% yield; for example, 0.34 means a 34% yield). (1) The reactants are [CH2:1]([O:3][P:4]([CH:9]([C:35]#[N:36])[CH2:10][C:11]([CH3:34])=[CH:12][CH2:13][C:14]1[C:15]([O:27]CC[Si](C)(C)C)=[C:16]2[C:20](=[C:21]([CH3:25])[C:22]=1[O:23][CH3:24])[CH2:19][O:18][C:17]2=[O:26])(=[O:8])[O:5][CH2:6][CH3:7])[CH3:2]. The catalyst is C(O)(C(F)(F)F)=O.C(Cl)Cl. The product is [CH2:1]([O:3][P:4]([CH:9]([C:35]#[N:36])[CH2:10][C:11]([CH3:34])=[CH:12][CH2:13][C:14]1[C:15]([OH:27])=[C:16]2[C:20](=[C:21]([CH3:25])[C:22]=1[O:23][CH3:24])[CH2:19][O:18][C:17]2=[O:26])(=[O:8])[O:5][CH2:6][CH3:7])[CH3:2]. The yield is 0.800. (2) The reactants are [Cl:1][C:2]1[CH:7]=[CH:6][C:5]([Mg]Br)=[CH:4][C:3]=1[F:10].[C:11]([O:15][C:16]([N:18]1[CH2:23][CH2:22][C:21](=[O:24])[CH2:20][CH2:19]1)=[O:17])([CH3:14])([CH3:13])[CH3:12].[Cl-].[NH4+]. No catalyst specified. The product is [C:11]([O:15][C:16]([N:18]1[CH2:23][CH2:22][C:21]([C:5]2[CH:6]=[CH:7][C:2]([Cl:1])=[C:3]([F:10])[CH:4]=2)([OH:24])[CH2:20][CH2:19]1)=[O:17])([CH3:14])([CH3:12])[CH3:13]. The yield is 0.300. (3) The reactants are [F:1][C:2]1[CH:3]=[C:4]([C:8](=[O:10])[CH3:9])[CH:5]=[CH:6][CH:7]=1.[CH3:11][N:12]([CH:14]=O)[CH3:13].C[C:11]([N:12]([CH3:14])[CH3:13])=O. No catalyst specified. The product is [CH3:11][N:12]([CH3:14])/[CH:13]=[CH:9]\[C:8]([C:4]1[CH:5]=[CH:6][CH:7]=[C:2]([F:1])[CH:3]=1)=[O:10]. The yield is 1.00. (4) The reactants are [Cl:1][C:2]1[C:3]([S:29][C:30]2[CH:35]=[CH:34][C:33]([O:36][CH3:37])=[CH:32][CH:31]=2)=[CH:4][C:5]([F:28])=[C:6]([S:8]([N:11](CC2C=CC(OC)=CC=2OC)[C:12]2[S:13][CH:14]=[N:15][N:16]=2)(=[O:10])=[O:9])[CH:7]=1.Cl. The catalyst is O1CCOCC1. The product is [Cl:1][C:2]1[C:3]([S:29][C:30]2[CH:31]=[CH:32][C:33]([O:36][CH3:37])=[CH:34][CH:35]=2)=[CH:4][C:5]([F:28])=[C:6]([S:8]([NH:11][C:12]2[S:13][CH:14]=[N:15][N:16]=2)(=[O:10])=[O:9])[CH:7]=1. The yield is 0.690. (5) The reactants are [CH3:13][C:12]([O:11][C:9](O[C:9]([O:11][C:12]([CH3:15])([CH3:14])[CH3:13])=[O:10])=[O:10])([CH3:15])[CH3:14].[NH2:16][C:17]1[CH:18]=[C:19]([C:24]2[N:28]=[C:27]([CH2:29][CH2:30][C:31](=[O:33])[CH3:32])[O:26][N:25]=2)[CH:20]=[CH:21][C:22]=1[CH3:23]. The catalyst is CN(C1C=CN=CC=1)C.ClCCl. The product is [CH3:13][C:12]([CH3:15])([O:11][C:9]([N:16]([C:9]([O:11][C:12]([CH3:13])([CH3:14])[CH3:15])=[O:10])[C:17]1[CH:18]=[C:19]([C:24]2[N:28]=[C:27]([CH2:29][CH2:30][C:31](=[O:33])[CH3:32])[O:26][N:25]=2)[CH:20]=[CH:21][C:22]=1[CH3:23])=[O:10])[CH3:14]. The yield is 0.550.